This data is from Reaction yield outcomes from USPTO patents with 853,638 reactions. The task is: Predict the reaction yield, written as a fraction of the theoretical maximum amount of product (1.0 means a 100% yield; for example, 0.34 means a 34% yield). (1) The reactants are [C:1]([O:9][C@H:10]1[C@H:14]([OH:15])[CH2:13][N:12]([C:16]([O:18][CH2:19][C:20]2[CH:25]=[CH:24][CH:23]=[CH:22][CH:21]=2)=[O:17])[C@H:11]1[CH2:26][F:27])(=[O:8])[C:2]1[CH:7]=[CH:6][CH:5]=[CH:4][CH:3]=1.ClC(Cl)(Cl)C(=N)O[CH2:32][C:33]1[CH:38]=[CH:37][CH:36]=[CH:35][CH:34]=1.FC(F)(F)S(O)(=O)=O.C(=O)([O-])O.[Na+]. The catalyst is C(Cl)Cl.C1CCCCC1.C(OCC)(=O)C. The product is [C:1]([O:9][C@H:10]1[C@@H:14]([O:15][CH2:32][C:33]2[CH:38]=[CH:37][CH:36]=[CH:35][CH:34]=2)[CH2:13][N:12]([C:16]([O:18][CH2:19][C:20]2[CH:25]=[CH:24][CH:23]=[CH:22][CH:21]=2)=[O:17])[C@H:11]1[CH2:26][F:27])(=[O:8])[C:2]1[CH:3]=[CH:4][CH:5]=[CH:6][CH:7]=1. The yield is 0.680. (2) The reactants are O=[C:2]1[C:11]2[C:6](=[CH:7][CH:8]=[CH:9][CH:10]=2)[C:5]2[C:12](=O)[C:13]3[CH:14]=[CH:15][CH:16]=[CH:17][C:18]=3[C:4]=2[NH:3]1.C([SiH](CC)CC)C.CO.C(Cl)Cl. The catalyst is FC(F)(F)C(O)=O. The product is [CH:7]1[CH:8]=[CH:9][CH:10]=[C:11]2[C:6]=1[C:5]1[CH2:12][C:13]3[CH:14]=[CH:15][CH:16]=[CH:17][C:18]=3[C:4]=1[N:3]=[CH:2]2. The yield is 0.880. (3) The reactants are [F:1][C:2]1[CH:7]=[CH:6][CH:5]=[CH:4][C:3]=1[CH2:8][O:9][C:10]1[CH:15]=[CH:14][C:13]([C@H:16]2[CH2:20][CH2:19][C@@H:18]([C:21]([NH:23][CH3:24])=[O:22])[N:17]2C(OC(C)(C)C)=O)=[CH:12][CH:11]=1.C([Cl:35])(C)=O. The catalyst is C(OCC)(=O)C.CO. The product is [ClH:35].[F:1][C:2]1[CH:7]=[CH:6][CH:5]=[CH:4][C:3]=1[CH2:8][O:9][C:10]1[CH:15]=[CH:14][C:13]([C@@H:16]2[NH:17][C@H:18]([C:21]([NH:23][CH3:24])=[O:22])[CH2:19][CH2:20]2)=[CH:12][CH:11]=1. The yield is 0.850. (4) The reactants are C(O[C:4](=[O:9])[CH2:5][N+:6]([O-:8])=[O:7])C.[H-].[Na+].[H][H].[CH3:14][N:15]1C(=O)O[C:18](=[O:19])[C:17]2=[CH:23][CH:24]=[CH:25][CH:26]=[C:16]12.Cl. The catalyst is CC(N(C)C)=O. The product is [OH:19][C:18]1[C:17]2[C:16](=[CH:26][CH:25]=[CH:24][CH:23]=2)[N:15]([CH3:14])[C:4](=[O:9])[C:5]=1[N+:6]([O-:8])=[O:7]. The yield is 0.270. (5) The reactants are [F:1][C:2]([F:35])([F:34])[C:3]1[CH:4]=[C:5]([CH:27]=[C:28]([C:30]([F:33])([F:32])[F:31])[CH:29]=1)[CH2:6][N:7]1[CH2:14][CH2:13][CH2:12][O:11][C:10]2[N:15]=[C:16](Cl)[CH:17]=[C:18]([C:19]3[CH:24]=[CH:23][CH:22]=[CH:21][CH:20]=3)[C:9]=2[C:8]1=[O:26].[C:36]([N:39]1[CH2:44][CH2:43][NH:42][CH2:41][CH2:40]1)(=[O:38])[CH3:37]. No catalyst specified. The product is [C:36]([N:39]1[CH2:44][CH2:43][N:42]([C:16]2[CH:17]=[C:18]([C:19]3[CH:24]=[CH:23][CH:22]=[CH:21][CH:20]=3)[C:9]3[C:8](=[O:26])[N:7]([CH2:6][C:5]4[CH:4]=[C:3]([C:2]([F:35])([F:34])[F:1])[CH:29]=[C:28]([C:30]([F:33])([F:32])[F:31])[CH:27]=4)[CH2:14][CH2:13][CH2:12][O:11][C:10]=3[N:15]=2)[CH2:41][CH2:40]1)(=[O:38])[CH3:37]. The yield is 0.540. (6) The reactants are C(OC([NH:11][C@H:12]1[CH2:17][CH2:16][N:15]([C:18]([O:20][C:21]([CH3:24])([CH3:23])[CH3:22])=[O:19])[CH2:14][C@H:13]1[NH:25][C:26]([O:28][CH2:29][CH2:30][Si:31]([CH3:34])([CH3:33])[CH3:32])=[O:27])=O)C1C=CC=CC=1.[H][H]. The catalyst is [Pd].C(O)(C)C. The product is [NH2:11][C@H:12]1[CH2:17][CH2:16][N:15]([C:18]([O:20][C:21]([CH3:24])([CH3:23])[CH3:22])=[O:19])[CH2:14][C@H:13]1[NH:25][C:26]([O:28][CH2:29][CH2:30][Si:31]([CH3:34])([CH3:33])[CH3:32])=[O:27]. The yield is 0.610.